From a dataset of Forward reaction prediction with 1.9M reactions from USPTO patents (1976-2016). Predict the product of the given reaction. (1) Given the reactants [OH:1][C:2]1[CH:12]=[CH:11][C:5]([CH:6]=[CH:7][C:8]([OH:10])=[O:9])=[CH:4][CH:3]=1.[CH3:13]O, predict the reaction product. The product is: [CH3:13][O:9][C:8](=[O:10])[CH:7]=[CH:6][C:5]1[CH:4]=[CH:3][C:2]([OH:1])=[CH:12][CH:11]=1. (2) Given the reactants [C:1]([C:3]1[C:4]([I:17])=[C:5]([C:14]([OH:16])=O)[S:6][C:7]=1[N:8]1[CH2:13][CH2:12][O:11][CH2:10][CH2:9]1)#[N:2].[CH3:18][N:19](C(ON1N=NC2C=CC=NC1=2)=[N+](C)C)C.F[P-](F)(F)(F)(F)F.CCN(C(C)C)C(C)C.CN.C1COCC1, predict the reaction product. The product is: [C:1]([C:3]1[C:4]([I:17])=[C:5]([C:14]([NH:19][CH3:18])=[O:16])[S:6][C:7]=1[N:8]1[CH2:9][CH2:10][O:11][CH2:12][CH2:13]1)#[N:2].